The task is: Predict which catalyst facilitates the given reaction.. This data is from Catalyst prediction with 721,799 reactions and 888 catalyst types from USPTO. (1) Reactant: [CH2:1]([O:3][C:4]([C:6]([CH3:21])([O:8][C:9]1[CH:14]=[CH:13][C:12]([CH2:15][CH2:16][CH2:17][C:18]([OH:20])=O)=[CH:11][CH:10]=1)[CH3:7])=[O:5])[CH3:2].C(Cl)(=O)C(Cl)=O.CN(C)C=O.CS(O)(=O)=O.[CH3:38][NH:39][C:40]([N:42]([CH2:44][C:45]1[CH:50]=[CH:49][C:48]([CH3:51])=[C:47]([CH3:52])[CH:46]=1)[NH2:43])=[O:41].N1C=CC=CC=1. Product: [CH2:1]([O:3][C:4]([C:6]([CH3:7])([O:8][C:9]1[CH:10]=[CH:11][C:12]([CH2:15][CH2:16][CH2:17][C:18]([NH:43][N:42]([CH2:44][C:45]2[CH:50]=[CH:49][C:48]([CH3:51])=[C:47]([CH3:52])[CH:46]=2)[C:40]([NH:39][CH3:38])=[O:41])=[O:20])=[CH:13][CH:14]=1)[CH3:21])=[O:5])[CH3:2]. The catalyst class is: 13. (2) Reactant: CI.[CH3:3][C:4]([C:6]1[CH:11]=[CH:10][C:9]([Br:12])=[CH:8][C:7]=1[OH:13])=O.[C:14](=O)([O-])[O-].[K+].[K+].NN.[OH-].[K+]. Product: [Br:12][C:9]1[CH:10]=[CH:11][C:6]([CH2:4][CH3:3])=[C:7]([O:13][CH3:14])[CH:8]=1. The catalyst class is: 21. (3) Reactant: [CH2:1]([NH:8][CH:9]([C:14]1[CH:19]=[CH:18][C:17](Br)=[CH:16][N:15]=1)[C:10]([F:13])([F:12])[F:11])[C:2]1[CH:7]=[CH:6][CH:5]=[CH:4][CH:3]=1.[F:21][CH:22]([F:49])[C:23]([N:25]1[C@H:29]([CH2:30][F:31])[C@@H:28]([C:32]2[CH:37]=[CH:36][C:35](B3OC(C)(C)C(C)(C)O3)=[CH:34][CH:33]=2)[O:27][C:26]1([CH3:48])[CH3:47])=[O:24].C([O-])([O-])=O.[Na+].[Na+]. Product: [CH2:1]([NH:8][CH:9]([C:14]1[N:15]=[CH:16][C:17]([C:35]2[CH:36]=[CH:37][C:32]([C@H:28]3[O:27][C:26]([CH3:48])([CH3:47])[N:25]([C:23](=[O:24])[CH:22]([F:49])[F:21])[C@H:29]3[CH2:30][F:31])=[CH:33][CH:34]=2)=[CH:18][CH:19]=1)[C:10]([F:13])([F:12])[F:11])[C:2]1[CH:7]=[CH:6][CH:5]=[CH:4][CH:3]=1. The catalyst class is: 460. (4) The catalyst class is: 7. Product: [Br-:2].[F:21][C:20]([F:23])([F:22])[O:19][C:16]1[CH:17]=[CH:18][C:13]([CH2:12][Zn+:1])=[CH:14][CH:15]=1. Reactant: [Zn:1].[Br:2]CCBr.Cl[Si](C)(C)C.Br[CH2:12][C:13]1[CH:18]=[CH:17][C:16]([O:19][C:20]([F:23])([F:22])[F:21])=[CH:15][CH:14]=1. (5) Reactant: [C:1]([O:5][C:6]([NH:8][C@@H:9]1[C:23](=[O:24])[N:22]2[CH2:25][C@H:26]([O:28][C:29]3[C:38]4[C:33](=[CH:34][CH:35]=[CH:36][CH:37]=4)[C:32]([O:39][CH3:40])=[CH:31][N:30]=3)[CH2:27][C@H:21]2[C:20](=[O:41])[NH:19][C@:18]2([C:43]([OH:45])=O)[CH2:42][C@H:17]2[CH:16]=[CH:15][CH2:14][CH2:13][CH:12]([CH3:46])[CH2:11][C@H:10]1[CH3:47])=[O:7])([CH3:4])([CH3:3])[CH3:2].C1N=CN(C(N2C=NC=C2)=O)C=1.[CH:60]1([S:64]([NH2:67])(=[O:66])=[O:65])[CH2:63][CH2:62][CH2:61]1.C1CCN2C(=NCCC2)CC1. Product: [CH:60]1([S:64]([NH:67][C:43]([C@@:18]23[CH2:42][C@H:17]2[CH:16]=[CH:15][CH2:14][CH2:13][CH:12]([CH3:46])[CH2:11][C@@H:10]([CH3:47])[C@H:9]([NH:8][C:6](=[O:7])[O:5][C:1]([CH3:4])([CH3:3])[CH3:2])[C:23](=[O:24])[N:22]2[CH2:25][C@H:26]([O:28][C:29]4[C:38]5[C:33](=[CH:34][CH:35]=[CH:36][CH:37]=5)[C:32]([O:39][CH3:40])=[CH:31][N:30]=4)[CH2:27][C@H:21]2[C:20](=[O:41])[NH:19]3)=[O:45])(=[O:66])=[O:65])[CH2:63][CH2:62][CH2:61]1. The catalyst class is: 7.